This data is from Catalyst prediction with 721,799 reactions and 888 catalyst types from USPTO. The task is: Predict which catalyst facilitates the given reaction. Reactant: [CH2:1]([O:8][C:9]([N:11]1[CH2:15][CH:14]2[C:16](=[O:19])[CH2:17][CH2:18][CH:13]2[CH2:12]1)=[O:10])[C:2]1[CH:7]=[CH:6][CH:5]=[CH:4][CH:3]=1.N1C(C)=CC=CC=1C.FC(F)(F)S(O[Si:34]([C:37]([CH3:40])([CH3:39])[CH3:38])([CH3:36])[CH3:35])(=O)=O. Product: [CH2:1]([O:8][C:9]([N:11]1[CH2:12][CH:13]2[CH2:18][CH:17]=[C:16]([O:19][Si:34]([C:37]([CH3:40])([CH3:39])[CH3:38])([CH3:36])[CH3:35])[CH:14]2[CH2:15]1)=[O:10])[C:2]1[CH:7]=[CH:6][CH:5]=[CH:4][CH:3]=1. The catalyst class is: 503.